From a dataset of Peptide-MHC class II binding affinity with 134,281 pairs from IEDB. Regression. Given a peptide amino acid sequence and an MHC pseudo amino acid sequence, predict their binding affinity value. This is MHC class II binding data. (1) The peptide sequence is TEVVGNVILKPSDEG. The MHC is DRB1_0101 with pseudo-sequence DRB1_0101. The binding affinity (normalized) is 0.223. (2) The peptide sequence is IKGTAPFETHANRIV. The MHC is DRB1_0701 with pseudo-sequence DRB1_0701. The binding affinity (normalized) is 0.833.